Dataset: Forward reaction prediction with 1.9M reactions from USPTO patents (1976-2016). Task: Predict the product of the given reaction. (1) Given the reactants [Cl:1][C:2]1[C:8]([Cl:9])=[CH:7][CH:6]=[CH:5][C:3]=1[NH2:4].[Br:10][C:11]1[CH:12]=[C:13]([C:18](Cl)=[O:19])[C:14]([Cl:17])=[N:15][CH:16]=1, predict the reaction product. The product is: [Br:10][C:11]1[CH:12]=[C:13]([C:18]([NH:4][C:3]2[CH:5]=[CH:6][CH:7]=[C:8]([Cl:9])[C:2]=2[Cl:1])=[O:19])[C:14]([Cl:17])=[N:15][CH:16]=1. (2) Given the reactants ClC1C=C(C=CC=1Cl)C([NH:7][CH:8]1[C:14](=[O:15])[NH:13][C:12]2[CH:16]=[CH:17][CH:18]=[CH:19][C:11]=2[C:10]([C:20]2[CH:25]=[CH:24][CH:23]=[CH:22][CH:21]=2)=[N:9]1)=O.C(O[BH-](OC(=O)C)OC(=O)C)(=O)C.[Na+].[N+:44]([C:47]1[CH:54]=[CH:53][CH:52]=[CH:51][C:48]=1[CH:49]=O)([O-:46])=[O:45].C(=O)(O)[O-].[Na+], predict the reaction product. The product is: [N+:44]([C:47]1[CH:54]=[CH:53][CH:52]=[CH:51][C:48]=1[CH2:49][NH:7][CH:8]1[C:14](=[O:15])[NH:13][C:12]2[CH:16]=[CH:17][CH:18]=[CH:19][C:11]=2[C:10]([C:20]2[CH:21]=[CH:22][CH:23]=[CH:24][CH:25]=2)=[N:9]1)([O-:46])=[O:45]. (3) Given the reactants [Cl:1][C:2]1[CH:7]=[CH:6][C:5]([O:8][CH3:9])=[C:4]([C:10]#[CH:11])[CH:3]=1.Br[C:13]1[C:18]([F:19])=[CH:17][CH:16]=[CH:15][C:14]=1[NH:20]C(=O)C(F)(F)F.O, predict the reaction product. The product is: [Cl:1][C:2]1[CH:7]=[CH:6][C:5]([O:8][CH3:9])=[C:4]([C:10]2[NH:20][C:14]3[C:13]([CH:11]=2)=[C:18]([F:19])[CH:17]=[CH:16][CH:15]=3)[CH:3]=1. (4) Given the reactants CC([Si](C)(C)[O:6][CH2:7][CH:8]([O:25][C:26]1[CH:31]=[CH:30][C:29]([O:32][CH2:33][C:34]([O:36][CH2:37][CH3:38])=[O:35])=[C:28]([CH3:39])[CH:27]=1)[C:9]1[CH:14]=[CH:13][CH:12]=[C:11]([C:15]2[CH:20]=[CH:19][C:18]([C:21]([F:24])([F:23])[F:22])=[CH:17][CH:16]=2)[N:10]=1)(C)C.CCCC[N+](CCCC)(CCCC)CCCC.[F-], predict the reaction product. The product is: [OH:6][CH2:7][CH:8]([O:25][C:26]1[CH:31]=[CH:30][C:29]([O:32][CH2:33][C:34]([O:36][CH2:37][CH3:38])=[O:35])=[C:28]([CH3:39])[CH:27]=1)[C:9]1[CH:14]=[CH:13][CH:12]=[C:11]([C:15]2[CH:16]=[CH:17][C:18]([C:21]([F:23])([F:22])[F:24])=[CH:19][CH:20]=2)[N:10]=1. (5) Given the reactants Br[CH2:2][CH2:3][S:4](Cl)(=[O:6])=[O:5].[CH3:8][O:9][CH2:10][CH2:11][CH2:12][NH2:13].C(N(CC)CC)C, predict the reaction product. The product is: [CH3:8][O:9][CH2:10][CH2:11][CH2:12][NH:13][S:4]([CH:3]=[CH2:2])(=[O:6])=[O:5]. (6) Given the reactants [NH2:1][C:2]1[S:3][C:4]([CH2:11][CH3:12])=[CH:5][C:6]=1[C:7]([O:9]C)=O.ClC(Cl)(O[C:17](=[O:23])OC(Cl)(Cl)Cl)Cl.C(N(CC)CC)C.[C:32]1([CH2:38][CH2:39][NH2:40])[CH:37]=[CH:36][CH:35]=[CH:34][CH:33]=1, predict the reaction product. The product is: [CH2:11]([C:4]1[S:3][C:2]2[NH:1][C:17](=[O:23])[N:40]([CH2:39][CH2:38][C:32]3[CH:37]=[CH:36][CH:35]=[CH:34][CH:33]=3)[C:7](=[O:9])[C:6]=2[CH:5]=1)[CH3:12]. (7) Given the reactants [CH2:1]([O:4][C:5](=[O:14])[C:6]1[CH:11]=[C:10]([OH:12])[CH:9]=[C:8]([OH:13])[CH:7]=1)[CH:2]=[CH2:3].O[C:16]1C=C(C=C(O)C=1C)C(O)=O, predict the reaction product. The product is: [CH2:1]([O:4][C:5](=[O:14])[C:6]1[CH:11]=[C:10]([OH:12])[C:9]([CH3:16])=[C:8]([OH:13])[CH:7]=1)[CH:2]=[CH2:3]. (8) Given the reactants C([O:8][C:9]1[CH:18]=[CH:17][C:16]2[C:11](=[N:12][C:13]([O:19][CH2:20][CH2:21][CH2:22][N:23]3[CH2:28][CH2:27][N:26]([C:29]4[CH:34]=[CH:33][CH:32]=[C:31]([Cl:35])[C:30]=4[Cl:36])[CH2:25][CH2:24]3)=[CH:14][CH:15]=2)[N:10]=1)C1C=CC=CC=1, predict the reaction product. The product is: [Cl:36][C:30]1[C:31]([Cl:35])=[CH:32][CH:33]=[CH:34][C:29]=1[N:26]1[CH2:25][CH2:24][N:23]([CH2:22][CH2:21][CH2:20][O:19][C:13]2[N:12]=[C:11]3[C:16]([CH:17]=[CH:18][C:9](=[O:8])[NH:10]3)=[CH:15][CH:14]=2)[CH2:28][CH2:27]1.